This data is from Reaction yield outcomes from USPTO patents with 853,638 reactions. The task is: Predict the reaction yield, written as a fraction of the theoretical maximum amount of product (1.0 means a 100% yield; for example, 0.34 means a 34% yield). (1) The reactants are [C:1]1([C@@H:7]([NH:9][C:10]2[N:15]=[C:14]([N:16]3[C:20]4[CH:21]=[CH:22][C:23]([NH2:25])=[CH:24][C:19]=4[N:18]=[CH:17]3)[CH:13]=[N:12][CH:11]=2)[CH3:8])[CH:6]=[CH:5][CH:4]=[CH:3][CH:2]=1.Cl.[C:27](Cl)(=[O:34])[C:28]1[CH:33]=[CH:32][N:31]=[CH:30][CH:29]=1. No catalyst specified. The product is [C:1]1([C@@H:7]([NH:9][C:10]2[N:15]=[C:14]([N:16]3[C:20]4[CH:21]=[CH:22][C:23]([NH:25][C:27](=[O:34])[C:28]5[CH:33]=[CH:32][N:31]=[CH:30][CH:29]=5)=[CH:24][C:19]=4[N:18]=[CH:17]3)[CH:13]=[N:12][CH:11]=2)[CH3:8])[CH:6]=[CH:5][CH:4]=[CH:3][CH:2]=1. The yield is 0.230. (2) The reactants are [F:1][C:2]1[CH:7]=[CH:6][CH:5]=[C:4]([F:8])[C:3]=1[C:9]1[O:10][C:11]([C:17]2[CH:22]=[CH:21][CH:20]=[C:19]([CH:23]=O)[CH:18]=2)=[C:12]([C:14]([NH2:16])=[O:15])[N:13]=1.[NH:25]1[CH2:30][CH2:29][O:28][CH2:27][CH2:26]1.C(O[BH-](OC(=O)C)OC(=O)C)(=O)C.[Na+].C(O)(=O)C. The catalyst is ClCCCl. The product is [F:1][C:2]1[CH:7]=[CH:6][CH:5]=[C:4]([F:8])[C:3]=1[C:9]1[O:10][C:11]([C:17]2[CH:22]=[CH:21][CH:20]=[C:19]([CH2:23][N:25]3[CH2:30][CH2:29][O:28][CH2:27][CH2:26]3)[CH:18]=2)=[C:12]([C:14]([NH2:16])=[O:15])[N:13]=1. The yield is 0.370. (3) The reactants are [Br:1][C:2]1[CH:3]=[C:4]([CH:7]=[CH:8][C:9]=1[OH:10])[CH:5]=[O:6].Br[CH2:12][CH:13]1[CH2:15][CH2:14]1. No catalyst specified. The product is [Br:1][C:2]1[CH:3]=[C:4]([CH:7]=[CH:8][C:9]=1[O:10][CH2:12][CH:13]1[CH2:15][CH2:14]1)[CH:5]=[O:6]. The yield is 0.740.